This data is from NCI-60 drug combinations with 297,098 pairs across 59 cell lines. The task is: Regression. Given two drug SMILES strings and cell line genomic features, predict the synergy score measuring deviation from expected non-interaction effect. (1) Drug 1: CN(C)C1=NC(=NC(=N1)N(C)C)N(C)C. Drug 2: COC1=C2C(=CC3=C1OC=C3)C=CC(=O)O2. Cell line: SNB-75. Synergy scores: CSS=2.15, Synergy_ZIP=2.07, Synergy_Bliss=4.88, Synergy_Loewe=3.40, Synergy_HSA=3.04. (2) Drug 1: C1=CC=C(C(=C1)C(C2=CC=C(C=C2)Cl)C(Cl)Cl)Cl. Drug 2: CN(CCCl)CCCl.Cl. Cell line: OVCAR3. Synergy scores: CSS=5.30, Synergy_ZIP=-0.204, Synergy_Bliss=5.71, Synergy_Loewe=-8.21, Synergy_HSA=0.590. (3) Drug 1: C1CN1P(=S)(N2CC2)N3CC3. Drug 2: C1CN1C2=NC(=NC(=N2)N3CC3)N4CC4. Cell line: NCI/ADR-RES. Synergy scores: CSS=53.9, Synergy_ZIP=0.938, Synergy_Bliss=1.38, Synergy_Loewe=4.15, Synergy_HSA=3.20. (4) Cell line: SK-MEL-2. Drug 2: C#CCC(CC1=CN=C2C(=N1)C(=NC(=N2)N)N)C3=CC=C(C=C3)C(=O)NC(CCC(=O)O)C(=O)O. Synergy scores: CSS=-7.29, Synergy_ZIP=0.188, Synergy_Bliss=-6.81, Synergy_Loewe=-13.0, Synergy_HSA=-11.6. Drug 1: CS(=O)(=O)C1=CC(=C(C=C1)C(=O)NC2=CC(=C(C=C2)Cl)C3=CC=CC=N3)Cl. (5) Drug 1: CNC(=O)C1=CC=CC=C1SC2=CC3=C(C=C2)C(=NN3)C=CC4=CC=CC=N4. Drug 2: COC1=CC(=CC(=C1O)OC)C2C3C(COC3=O)C(C4=CC5=C(C=C24)OCO5)OC6C(C(C7C(O6)COC(O7)C8=CC=CS8)O)O. Cell line: LOX IMVI. Synergy scores: CSS=32.5, Synergy_ZIP=1.87, Synergy_Bliss=1.74, Synergy_Loewe=-10.4, Synergy_HSA=3.61. (6) Drug 1: CN1C2=C(C=C(C=C2)N(CCCl)CCCl)N=C1CCCC(=O)O.Cl. Drug 2: CC1=C(C=C(C=C1)C(=O)NC2=CC(=CC(=C2)C(F)(F)F)N3C=C(N=C3)C)NC4=NC=CC(=N4)C5=CN=CC=C5. Cell line: SNB-75. Synergy scores: CSS=-1.21, Synergy_ZIP=1.16, Synergy_Bliss=-0.873, Synergy_Loewe=-0.688, Synergy_HSA=-2.53. (7) Drug 1: CC1C(C(CC(O1)OC2CC(CC3=C2C(=C4C(=C3O)C(=O)C5=C(C4=O)C(=CC=C5)OC)O)(C(=O)C)O)N)O.Cl. Drug 2: CC1CCC2CC(C(=CC=CC=CC(CC(C(=O)C(C(C(=CC(C(=O)CC(OC(=O)C3CCCCN3C(=O)C(=O)C1(O2)O)C(C)CC4CCC(C(C4)OC)O)C)C)O)OC)C)C)C)OC. Cell line: HCT116. Synergy scores: CSS=21.7, Synergy_ZIP=-5.40, Synergy_Bliss=-4.70, Synergy_Loewe=-3.00, Synergy_HSA=-1.31. (8) Drug 1: C1CC(=O)NC(=O)C1N2CC3=C(C2=O)C=CC=C3N. Drug 2: COC1=C(C=C2C(=C1)N=CN=C2NC3=CC(=C(C=C3)F)Cl)OCCCN4CCOCC4. Cell line: RPMI-8226. Synergy scores: CSS=26.9, Synergy_ZIP=-10.6, Synergy_Bliss=-3.34, Synergy_Loewe=-1.17, Synergy_HSA=-1.12.